From a dataset of Full USPTO retrosynthesis dataset with 1.9M reactions from patents (1976-2016). Predict the reactants needed to synthesize the given product. (1) Given the product [C:1]1([CH:7]2[C:16]3[NH:20][C:14](=[O:15])[NH:13][C:12](=[O:18])[C:11]=3[CH2:10][O:9][CH2:8]2)[CH:6]=[CH:5][CH:4]=[CH:3][CH:2]=1, predict the reactants needed to synthesize it. The reactants are: [C:1]1([CH:7]2[C:16]3[O:15][C:14](=O)[NH:13][C:12](=[O:18])[C:11]=3[CH2:10][O:9][CH2:8]2)[CH:6]=[CH:5][CH:4]=[CH:3][CH:2]=1.[OH-].[NH4+:20]. (2) Given the product [CH3:1][O:2][C:3](=[O:14])[C:4]1[CH:9]=[CH:8][C:7]([NH:25][CH2:24][CH2:23][N:21]([C:20]([O:19][C:15]([CH3:18])([CH3:17])[CH3:16])=[O:26])[CH3:22])=[C:6]([N+:11]([O-:13])=[O:12])[CH:5]=1, predict the reactants needed to synthesize it. The reactants are: [CH3:1][O:2][C:3](=[O:14])[C:4]1[CH:9]=[CH:8][C:7](Cl)=[C:6]([N+:11]([O-:13])=[O:12])[CH:5]=1.[C:15]([O:19][C:20](=[O:26])[N:21]([CH2:23][CH2:24][NH2:25])[CH3:22])([CH3:18])([CH3:17])[CH3:16].CCN(C(C)C)C(C)C.